From a dataset of Forward reaction prediction with 1.9M reactions from USPTO patents (1976-2016). Predict the product of the given reaction. (1) Given the reactants [N+:1]([C:4]1[CH:9]=[CH:8][C:7]([C:10]2[NH:11][C:12]3[CH:18]=[C:17]([Cl:19])[C:16]([Cl:20])=[CH:15][C:13]=3[N:14]=2)=[CH:6][CH:5]=1)([O-])=O.NC1C=C(Cl)C(Cl)=CC=1N.[N+](C1C=CC(C(O)=O)=CC=1)([O-])=O, predict the reaction product. The product is: [NH2:1][C:4]1[CH:9]=[CH:8][C:7]([C:10]2[NH:11][C:12]3[CH:18]=[C:17]([Cl:19])[C:16]([Cl:20])=[CH:15][C:13]=3[N:14]=2)=[CH:6][CH:5]=1. (2) Given the reactants [CH2:1]([N:8]1[CH:16]=[C:15]2[C:10]([CH:11]=[CH:12][C:13]3[C:23]4[C:18]([CH2:25][CH2:26]F)([CH2:19][CH2:20][C:21](=[O:24])[CH:22]=4)[CH2:17][C:14]=32)=[N:9]1)[C:2]1[CH:7]=[CH:6][CH:5]=[CH:4][CH:3]=1.B(Br)(Br)[Br:29], predict the reaction product. The product is: [CH2:1]([N:8]1[CH:16]=[C:15]2[C:10]([CH:11]=[CH:12][C:13]3[C:23]4[C:18]([CH2:25][CH2:26][Br:29])([CH2:19][CH2:20][C:21](=[O:24])[CH:22]=4)[CH2:17][C:14]=32)=[N:9]1)[C:2]1[CH:7]=[CH:6][CH:5]=[CH:4][CH:3]=1. (3) Given the reactants [NH2:1][C:2]1[C:11]([CH2:12][NH2:13])=[CH:10][CH:9]=[CH:8][C:3]=1[C:4]([O:6][CH3:7])=[O:5].[CH:14](=O)[C:15]1[CH:20]=[CH:19][CH:18]=[N:17][CH:16]=1.C(O)(=O)C, predict the reaction product. The product is: [N:17]1[CH:18]=[CH:19][CH:20]=[C:15]([CH:14]2[NH:13][CH2:12][C:11]3[C:2](=[C:3]([C:4]([O:6][CH3:7])=[O:5])[CH:8]=[CH:9][CH:10]=3)[NH:1]2)[CH:16]=1. (4) Given the reactants [CH3:1][C:2]1[C:3]([CH2:13][C:14]2[NH:18][C:17]3[CH:19]=[CH:20][C:21]([C:23]#[N:24])=[CH:22][C:16]=3[N:15]=2)=[C:4]2[C:8](=[C:9]([CH:11]=[CH2:12])[CH:10]=1)[NH:7][CH:6]=[CH:5]2, predict the reaction product. The product is: [CH2:11]([C:9]1[CH:10]=[C:2]([CH3:1])[C:3]([CH2:13][C:14]2[NH:18][C:17]3[CH:19]=[CH:20][C:21]([C:23]#[N:24])=[CH:22][C:16]=3[N:15]=2)=[C:4]2[C:8]=1[NH:7][CH:6]=[CH:5]2)[CH3:12]. (5) Given the reactants [Si]([O:8][CH2:9][C:10]1[CH:11]=[C:12]([CH:17]=[CH:18][C:19]=1[C:20]1[C:25](F)=[CH:24][N:23]=[CH:22][N:21]=1)[C:13]([O:15][CH3:16])=[O:14])(C(C)(C)C)(C)C.CCCC[N+](CCCC)(CCCC)CCCC.[F-], predict the reaction product. The product is: [N:21]1[C:20]2[C:19]3[CH:18]=[CH:17][C:12]([C:13]([O:15][CH3:16])=[O:14])=[CH:11][C:10]=3[CH2:9][O:8][C:25]=2[CH:24]=[N:23][CH:22]=1. (6) Given the reactants [CH3:1][N:2]1[C:6]([S:7][C:8]2[C:17](=[O:18])[C:16]3[C:11](=[CH:12][CH:13]=[CH:14][CH:15]=3)/[C:10](=[N:19]/[S:20]([C:23]3[CH:28]=[CH:27][C:26]([C:29]4[CH:34]=[CH:33][CH:32]=[CH:31][CH:30]=4)=[CH:25][CH:24]=3)(=[O:22])=[O:21])/[CH:9]=2)=[N:5][N:4]=[N:3]1.ClC1C(=O)C2C(=CC=CC=2)/C(=N/S(C2C=CC=CC=2)(=O)=O)/C=1.SC1N=CNN=1, predict the reaction product. The product is: [NH:4]1[CH:1]=[N:2][C:6]([S:7][C:8]2[C:17](=[O:18])[C:16]3[C:11](=[CH:12][CH:13]=[CH:14][CH:15]=3)/[C:10](=[N:19]/[S:20]([C:23]3[CH:24]=[CH:25][CH:26]=[CH:27][CH:28]=3)(=[O:21])=[O:22])/[CH:9]=2)=[N:5]1.[CH3:1][N:2]1[C:6]([S:7][C:8]2[C:17](=[O:18])[C:16]3[C:11](=[CH:12][CH:13]=[CH:14][CH:15]=3)/[C:10](=[N:19]/[S:20]([C:23]3[CH:28]=[CH:27][C:26]([C:29]4[CH:34]=[CH:33][CH:32]=[CH:31][CH:30]=4)=[CH:25][CH:24]=3)(=[O:21])=[O:22])/[CH:9]=2)=[N:5][N:4]=[N:3]1. (7) Given the reactants C([Li])CCC.CCCCCC.[Si:12]([O:19][C@H:20]([CH3:23])[C:21]#[CH:22])([C:15]([CH3:18])([CH3:17])[CH3:16])([CH3:14])[CH3:13].[F:24][C:25]1[CH:26]=[C:27]([NH:37][C:38]([C:40]2[CH:45]=[N:44][CH:43]=[CH:42][N:41]=2)=[O:39])[CH:28]=[CH:29][C:30]=1[C:31](N(OC)C)=[O:32], predict the reaction product. The product is: [Si:12]([O:19][C@H:20]([CH3:23])[C:21]#[C:22][C:31]([C:30]1[CH:29]=[CH:28][C:27]([NH:37][C:38]([C:40]2[CH:45]=[N:44][CH:43]=[CH:42][N:41]=2)=[O:39])=[CH:26][C:25]=1[F:24])=[O:32])([C:15]([CH3:16])([CH3:17])[CH3:18])([CH3:13])[CH3:14]. (8) Given the reactants [Br:1][C:2]1[CH:3]=[C:4]2[C:9](=[CH:10][CH:11]=1)[N:8]=[CH:7][CH:6]=[C:5]2Cl.[O-:13][C:14]1[CH:19]=[CH:18][CH:17]=[CH:16][CH:15]=1.[Na+], predict the reaction product. The product is: [Br:1][C:2]1[CH:3]=[C:4]2[C:9](=[CH:10][CH:11]=1)[N:8]=[CH:7][CH:6]=[C:5]2[O:13][C:14]1[CH:19]=[CH:18][CH:17]=[CH:16][CH:15]=1. (9) Given the reactants C1C[O:4][CH2:3]C1.[C:6]([Si:10]([O:13][C:14]1[CH:19]=[C:18]([CH2:20][CH3:21])[CH:17]=[CH:16][C:15]=1[F:22])([CH3:12])[CH3:11])([CH3:9])([CH3:8])[CH3:7].C([Li])(CC)C.[Cl-].[NH4+], predict the reaction product. The product is: [Si:10]([O:13][C:14]1[C:15]([F:22])=[C:16]([CH:17]=[C:18]([CH2:20][CH3:21])[CH:19]=1)[CH:3]=[O:4])([C:6]([CH3:9])([CH3:8])[CH3:7])([CH3:12])[CH3:11]. (10) Given the reactants [OH:1][CH2:2][C:3]1([C:6]#[N:7])[CH2:5][CH2:4]1.C(N(CC)CC)C.[CH3:15][S:16](Cl)(=[O:18])=[O:17], predict the reaction product. The product is: [CH3:15][S:16]([O:1][CH2:2][C:3]1([C:6]#[N:7])[CH2:5][CH2:4]1)(=[O:18])=[O:17].